This data is from Peptide-MHC class I binding affinity with 185,985 pairs from IEDB/IMGT. The task is: Regression. Given a peptide amino acid sequence and an MHC pseudo amino acid sequence, predict their binding affinity value. This is MHC class I binding data. The peptide sequence is SYEHQTPFEI. The MHC is HLA-A24:02 with pseudo-sequence HLA-A24:02. The binding affinity (normalized) is 0.342.